From a dataset of Full USPTO retrosynthesis dataset with 1.9M reactions from patents (1976-2016). Predict the reactants needed to synthesize the given product. (1) Given the product [CH3:15][CH2:14][N:16]([C:17](/[C:18](/[C:19]#[N:20])=[CH:5]/[C:4]1[CH:3]=[C:2]([OH:1])[C:9]([OH:10])=[C:8]([N+:11]([O-:13])=[O:12])[CH:7]=1)=[O:21])[CH2:22][CH3:23], predict the reactants needed to synthesize it. The reactants are: [OH:1][C:2]1[CH:3]=[C:4]([CH:7]=[C:8]([N+:11]([O-:13])=[O:12])[C:9]=1[OH:10])[CH:5]=O.[CH2:14]([N:16]([CH2:22][CH3:23])[C:17](=[O:21])[CH2:18][C:19]#[N:20])[CH3:15].N1CCCCC1.C(O)(=O)C. (2) The reactants are: [Cl:1][C:2]1[CH:7]=[CH:6][C:5]([C:8]2[CH:13]=[CH:12][C:11]([S:14](O)(=[O:16])=[O:15])=[CH:10][CH:9]=2)=[C:4]([C:18]#[N:19])[CH:3]=1.S(Cl)([Cl:22])=O. Given the product [Cl:1][C:2]1[CH:7]=[CH:6][C:5]([C:8]2[CH:13]=[CH:12][C:11]([S:14]([Cl:22])(=[O:16])=[O:15])=[CH:10][CH:9]=2)=[C:4]([C:18]#[N:19])[CH:3]=1, predict the reactants needed to synthesize it. (3) Given the product [C:23]([OH:25])(=[O:24])[CH2:22][CH2:3][CH2:4]/[CH:5]=[CH:6]\[CH2:7]/[CH:8]=[CH:9]\[CH2:41]/[CH:31]=[CH:30]\[CH2:29]/[CH:28]=[CH:27]\[CH2:32][CH2:33][CH2:34][CH2:35][CH3:36], predict the reactants needed to synthesize it. The reactants are: CC1N(C(C2C=CC(Cl)=CC=2)=O)[C:9]2[CH:8]=[CH:7][C:6](OC)=[CH:5][C:4]=2[C:3]=1[CH2:22][C:23]([OH:25])=[O:24].C[C@@:27]12[C@@:35](O)([C:36](CO)=O)[CH2:34][CH2:33][C@H:32]1[C@@H:31]1[CH2:41]CC3[C@@](C)([C@H:30]1[C@@H:29](O)[CH2:28]2)C=CC(=O)C=3. (4) Given the product [Cl:13][CH2:14][C:15]1[O:12][C:3]2[C:4]3[C:9](=[CH:8][CH:7]=[CH:6][CH:5]=3)[CH:10]=[CH:11][C:2]=2[N:1]=1, predict the reactants needed to synthesize it. The reactants are: [NH2:1][C:2]1[CH:11]=[CH:10][C:9]2[C:4](=[CH:5][CH:6]=[CH:7][CH:8]=2)[C:3]=1[OH:12].[Cl:13][CH2:14][C:15](OCC)(OCC)OCC. (5) The reactants are: [CH2:1]([Li])[CH2:2][CH2:3][CH3:4].CCCCCC.[C:12]1([CH3:33])[CH:17]=[CH:16][CH:15]=[CH:14][C:13]=1[C:18]1[CH:19]=[C:20]([NH:24][C:25]2[CH:32]=[CH:31][C:28]([CH:29]=[O:30])=[CH:27][CH:26]=2)[CH:21]=[CH:22][CH:23]=1.O. Given the product [C:12]1([CH3:33])[CH:17]=[CH:16][CH:15]=[CH:14][C:13]=1[C:18]1[CH:19]=[C:20]([NH:24][C:25]2[CH:26]=[CH:27][C:28]([CH:29]([OH:30])[CH2:1][CH2:2][CH2:3][CH3:4])=[CH:31][CH:32]=2)[CH:21]=[CH:22][CH:23]=1, predict the reactants needed to synthesize it. (6) Given the product [NH:14]1[CH2:15][CH:12]([C:4]2[N:5]3[CH:10]=[CH:9][N:8]=[C:7]([CH3:11])[C:6]3=[C:2]([Br:1])[N:3]=2)[CH2:13]1, predict the reactants needed to synthesize it. The reactants are: [Br:1][C:2]1[N:3]=[C:4]([CH:12]2[CH2:15][N:14](C(OCC3C=CC=CC=3)=O)[CH2:13]2)[N:5]2[CH:10]=[CH:9][N:8]=[C:7]([CH3:11])[C:6]=12. (7) Given the product [O:32]1[CH2:33][CH2:34][N:29]([C:28]2[C:23]3[N:24]([C:20]([C:17]4[CH:16]=[CH:15][C:14]([N:11]5[CH2:10][CH2:9][N:8]([C:6]([O:5][C:1]([CH3:2])([CH3:4])[CH3:3])=[O:7])[CH2:13][CH2:12]5)=[N:19][CH:18]=4)=[C:21]([NH:48][C:38]([O:55][CH2:54][CH2:53][Si:52]([CH3:57])([CH3:56])[CH3:51])=[O:42])[N:22]=3)[N:25]=[CH:26][CH:27]=2)[CH2:30][CH2:31]1, predict the reactants needed to synthesize it. The reactants are: [C:1]([O:5][C:6]([N:8]1[CH2:13][CH2:12][N:11]([C:14]2[N:19]=[CH:18][C:17]([C:20]3[N:24]4[N:25]=[CH:26][CH:27]=[C:28]([N:29]5[CH2:34][CH2:33][O:32][CH2:31][CH2:30]5)[C:23]4=[N:22][C:21]=3C(O)=O)=[CH:16][CH:15]=2)[CH2:10][CH2:9]1)=[O:7])([CH3:4])([CH3:3])[CH3:2].[C:38](Cl)(=[O:42])C(Cl)=O.[Si]([N:48]=[N+]=[N-])(C)(C)C.[CH3:51][Si:52]([CH3:57])([CH3:56])[CH2:53][CH2:54][OH:55]. (8) Given the product [F:36][C:29]1[C:30]2[O:34][CH:33]([CH3:35])[CH2:32][C:31]=2[C:26]([N:11]2[CH2:12][CH2:13][C@H:9]([NH:8][C:1](=[O:2])[O:3][C:4]([CH3:7])([CH3:6])[CH3:5])[CH2:10]2)=[CH:27][CH:28]=1, predict the reactants needed to synthesize it. The reactants are: [C:1]([NH:8][C@H:9]1[CH2:13][CH2:12][NH:11][CH2:10]1)([O:3][C:4]([CH3:7])([CH3:6])[CH3:5])=[O:2].C([O-])([O-])=O.[Cs+].[Cs+].FC(F)(F)S(O[C:26]1[C:31]2[CH2:32][CH:33]([CH3:35])[O:34][C:30]=2[C:29]([F:36])=[CH:28][CH:27]=1)(=O)=O. (9) Given the product [C:8]1([C@H:14]2[CH2:19][CH2:18][CH2:17][CH2:16][C@H:15]2[N:20]2[CH2:25][CH2:24][CH:23]([NH:26][C:2]3[CH:3]=[N:4][CH:5]=[N:6][CH:7]=3)[CH2:22][CH2:21]2)[CH:9]=[CH:10][CH:11]=[CH:12][CH:13]=1, predict the reactants needed to synthesize it. The reactants are: Br[C:2]1[CH:3]=[N:4][CH:5]=[N:6][CH:7]=1.[C:8]1([C@H:14]2[CH2:19][CH2:18][CH2:17][CH2:16][C@H:15]2[N:20]2[CH2:25][CH2:24][CH:23]([NH2:26])[CH2:22][CH2:21]2)[CH:13]=[CH:12][CH:11]=[CH:10][CH:9]=1.C1(P(C2C=CC=CC=2)C2C=CC3C(=CC=CC=3)C=2C2C3C(=CC=CC=3)C=CC=2P(C2C=CC=CC=2)C2C=CC=CC=2)C=CC=CC=1.CC(C)([O-])C.[Na+].